This data is from Reaction yield outcomes from USPTO patents with 853,638 reactions. The task is: Predict the reaction yield, written as a fraction of the theoretical maximum amount of product (1.0 means a 100% yield; for example, 0.34 means a 34% yield). (1) The reactants are [C:1]([O:4][CH2:5][C:6]1[C:7]([N:21]2[CH2:32][CH2:31][C:30]3[C:29]4[CH2:28][C:27]([CH3:34])([CH3:33])[CH2:26][C:25]=4[S:24][C:23]=3[C:22]2=[O:35])=[N:8][CH:9]=[CH:10][C:11]=1B1OC(C)(C)C(C)(C)O1)(=[O:3])[CH3:2].Br[C:37]1[CH:38]=[C:39]([NH:45][C:46]2[N:47]=[N:48][N:49]([CH3:51])[CH:50]=2)[C:40](=[O:44])[N:41]([CH3:43])[CH:42]=1.C([O-])(=O)C.[K+].[O-]P([O-])([O-])=O.[K+].[K+].[K+]. The catalyst is C1C=CC(P(C2C=CC=CC=2)[C-]2C=CC=C2)=CC=1.C1C=CC(P(C2C=CC=CC=2)[C-]2C=CC=C2)=CC=1.Cl[Pd]Cl.[Fe+2].C(#N)C.O. The product is [C:1]([O:4][CH2:5][C:6]1[C:7]([N:21]2[CH2:32][CH2:31][C:30]3[C:29]4[CH2:28][C:27]([CH3:34])([CH3:33])[CH2:26][C:25]=4[S:24][C:23]=3[C:22]2=[O:35])=[N:8][CH:9]=[CH:10][C:11]=1[C:37]1[CH:38]=[C:39]([NH:45][C:46]2[N:47]=[N:48][N:49]([CH3:51])[CH:50]=2)[C:40](=[O:44])[N:41]([CH3:43])[CH:42]=1)(=[O:3])[CH3:2]. The yield is 0.710. (2) The reactants are [O:1]1[CH2:6][CH2:5][N:4]([CH2:7][CH2:8][CH2:9][OH:10])[CH2:3][CH2:2]1.[Cl:11][C:12]1[CH:13]=[C:14]([CH:27]=[CH:28][C:29]=1[O:30][CH2:31][C:32]1[CH:37]=[CH:36][CH:35]=[C:34]([F:38])[CH:33]=1)[NH:15][C:16]1[C:25]2[C:20](=[CH:21][CH:22]=[CH:23][C:24]=2F)[N:19]=[CH:18][N:17]=1. No catalyst specified. The product is [Cl:11][C:12]1[CH:13]=[C:14]([CH:27]=[CH:28][C:29]=1[O:30][CH2:31][C:32]1[CH:37]=[CH:36][CH:35]=[C:34]([F:38])[CH:33]=1)[NH:15][C:16]1[C:25]2[C:20](=[CH:21][CH:22]=[CH:23][C:24]=2[O:10][CH2:9][CH2:8][CH2:7][N:4]2[CH2:5][CH2:6][O:1][CH2:2][CH2:3]2)[N:19]=[CH:18][N:17]=1. The yield is 0.220. (3) The yield is 0.740. No catalyst specified. The reactants are [CH3:1][O:2][C:3]1[CH:4]=[C:5]([CH:11]2[CH2:16][CH:15]([C:17]([F:20])([F:19])[F:18])[N:14]3[N:21]=[C:22]([C:24]4[CH:25]=[CH:26][C:27]([C:30]#N)=[N:28][CH:29]=4)[CH:23]=[C:13]3[NH:12]2)[CH:6]=[CH:7][C:8]=1[O:9][CH3:10].[OH-:32].[Na+].Cl.[OH2:35]. The product is [CH3:1][O:2][C:3]1[CH:4]=[C:5]([CH:11]2[CH2:16][CH:15]([C:17]([F:18])([F:19])[F:20])[N:14]3[N:21]=[C:22]([C:24]4[CH:25]=[CH:26][C:27]([C:30]([OH:35])=[O:32])=[N:28][CH:29]=4)[CH:23]=[C:13]3[NH:12]2)[CH:6]=[CH:7][C:8]=1[O:9][CH3:10]. (4) The reactants are [CH:1]1([C:6]2[C:7]([OH:19])=[CH:8][C:9]([N+:16]([O-:18])=[O:17])=[C:10]([CH2:12][C:13]([OH:15])=[O:14])[CH:11]=2)[CH2:5][CH2:4][CH2:3][CH2:2]1.S(Cl)(Cl)=O.[CH3:24]O. The catalyst is ClCCl. The product is [CH:1]1([C:6]2[C:7]([OH:19])=[CH:8][C:9]([N+:16]([O-:18])=[O:17])=[C:10]([CH2:12][C:13]([O:15][CH3:24])=[O:14])[CH:11]=2)[CH2:5][CH2:4][CH2:3][CH2:2]1. The yield is 0.630. (5) The reactants are NN.O=C1C2C(=CC=CC=2)C(=O)[N:5]1[C:14]1[C:21]([CH3:22])=[CH:20][C:17]([C:18]#[N:19])=[C:16]([O:23][CH3:24])[CH:15]=1.[Cl-].[Na+].C(=O)([O-])O.[Na+]. The catalyst is C(O)C.O1CCCC1. The product is [NH2:5][C:14]1[C:21]([CH3:22])=[CH:20][C:17]([C:18]#[N:19])=[C:16]([O:23][CH3:24])[CH:15]=1. The yield is 0.730. (6) The catalyst is ClCCl. The reactants are [Cl:1][C:2]1[CH:3]=[C:4]([I:17])[C:5]([CH3:16])=[C:6]([NH:8]C(=O)OC(C)(C)C)[CH:7]=1.FC(F)(F)C(O)=O. The yield is 0.840. The product is [Cl:1][C:2]1[CH:3]=[C:4]([I:17])[C:5]([CH3:16])=[C:6]([CH:7]=1)[NH2:8]. (7) The reactants are [Br:1][C:2]1[CH:7]=[CH:6][C:5]([CH2:8][C:9]#[N:10])=[C:4]([F:11])[CH:3]=1.Br[CH2:13][CH2:14][CH2:15]Br.[H-].[Na+].[Cl-].[NH4+]. The catalyst is CCOCC.CS(C)=O. The product is [Br:1][C:2]1[CH:7]=[CH:6][C:5]([C:8]2([C:9]#[N:10])[CH2:15][CH2:14][CH2:13]2)=[C:4]([F:11])[CH:3]=1. The yield is 0.590.